Dataset: Catalyst prediction with 721,799 reactions and 888 catalyst types from USPTO. Task: Predict which catalyst facilitates the given reaction. (1) Reactant: [CH:1]([C:3]1[CH:4]=[C:5]2[C:9](=[CH:10][CH:11]=1)[NH:8][CH:7]=[CH:6]2)=O.[C:12]([O:16][C:17]([N:19]1[CH2:24][CH2:23][NH:22][CH2:21][CH2:20]1)=[O:18])([CH3:15])([CH3:14])[CH3:13].C(O)(=O)C.C(O[BH-](OC(=O)C)OC(=O)C)(=O)C.[Na+].C(=O)([O-])[O-].[Na+].[Na+]. Product: [C:12]([O:16][C:17]([N:19]1[CH2:24][CH2:23][N:22]([CH2:1][C:3]2[CH:4]=[C:5]3[C:9](=[CH:10][CH:11]=2)[NH:8][CH:7]=[CH:6]3)[CH2:21][CH2:20]1)=[O:18])([CH3:15])([CH3:13])[CH3:14]. The catalyst class is: 47. (2) Reactant: Cl.[CH3:2][C:3]1[C:11]2[NH:10][C:9]3[CH2:12][CH2:13][NH:14][CH2:15][C:8]=3[C:7]=2[CH:6]=[CH:5][CH:4]=1.[SiH](CC)(CC)CC. Product: [CH3:2][C:3]1[C:11]2[NH:10][C@@H:9]3[CH2:12][CH2:13][NH:14][CH2:15][C@@H:8]3[C:7]=2[CH:6]=[CH:5][CH:4]=1. The catalyst class is: 67.